From a dataset of Reaction yield outcomes from USPTO patents with 853,638 reactions. Predict the reaction yield, written as a fraction of the theoretical maximum amount of product (1.0 means a 100% yield; for example, 0.34 means a 34% yield). (1) The reactants are Br[C:2]1[CH:3]=[C:4]([CH:8]([N:12]2[CH:16]=[C:15]([C:17]3[C:18]4[CH:25]=[CH:24][N:23]([CH2:26][O:27][CH2:28][CH2:29][Si:30]([CH3:33])([CH3:32])[CH3:31])[C:19]=4[N:20]=[CH:21][N:22]=3)[CH:14]=[N:13]2)[CH2:9][C:10]#[N:11])[CH:5]=[N:6][CH:7]=1.O1CCOCC1.[C:40]1(B(O)O)[CH:45]=[CH:44][CH:43]=[CH:42][CH:41]=1.C(=O)(O)[O-].[Na+].O. The catalyst is C1C=CC([P]([Pd]([P](C2C=CC=CC=2)(C2C=CC=CC=2)C2C=CC=CC=2)([P](C2C=CC=CC=2)(C2C=CC=CC=2)C2C=CC=CC=2)[P](C2C=CC=CC=2)(C2C=CC=CC=2)C2C=CC=CC=2)(C2C=CC=CC=2)C2C=CC=CC=2)=CC=1. The product is [C:40]1([C:2]2[CH:3]=[C:4]([CH:8]([N:12]3[CH:16]=[C:15]([C:17]4[C:18]5[CH:25]=[CH:24][N:23]([CH2:26][O:27][CH2:28][CH2:29][Si:30]([CH3:33])([CH3:32])[CH3:31])[C:19]=5[N:20]=[CH:21][N:22]=4)[CH:14]=[N:13]3)[CH2:9][C:10]#[N:11])[CH:5]=[N:6][CH:7]=2)[CH:45]=[CH:44][CH:43]=[CH:42][CH:41]=1. The yield is 0.800. (2) The reactants are C([O:3][C:4](=O)[C@@H:5]([N:7]([CH:21]([CH3:23])[CH3:22])[C:8]1[C:17]([N+:18]([O-])=O)=[CH:16][C:11]([C:12]([O:14][CH3:15])=[O:13])=[CH:10][N:9]=1)[CH3:6])C.P(OC1C=CC=CC=1)(OC1C=CC=CC=1)OC1C=CC=CC=1. The catalyst is ClCCl.[NH4+].[O-][V](=O)=O.[Pt]. The product is [CH:21]([N:7]1[C@@H:5]([CH3:6])[C:4](=[O:3])[NH:18][C:17]2[CH:16]=[C:11]([C:12]([O:14][CH3:15])=[O:13])[CH:10]=[N:9][C:8]1=2)([CH3:23])[CH3:22]. The yield is 0.940. (3) No catalyst specified. The yield is 0.980. The reactants are C(OC(=O)[NH:7][C@H:8]1[CH2:13][CH2:12][C@@H:11]([C:14](=[O:16])[NH2:15])[CH2:10][CH2:9]1)(C)(C)C.C(O)(C(F)(F)F)=O.C(Cl)[Cl:26]. The product is [ClH:26].[NH2:7][C@@H:8]1[CH2:13][CH2:12][C@H:11]([C:14]([NH2:15])=[O:16])[CH2:10][CH2:9]1. (4) The reactants are [NH2:1][NH2:2].[C:3]([NH:7][C:8]([C:10]1[S:14][C:13]2[CH2:15][C:16]([CH3:19])([CH3:18])[CH2:17][C:12]=2[C:11]=1[CH:20]=O)=[O:9])([CH3:6])([CH3:5])[CH3:4]. The catalyst is C1COCC1. The product is [C:3]([NH:7][C:8]([C:10]1[S:14][C:13]2[CH2:15][C:16]([CH3:19])([CH3:18])[CH2:17][C:12]=2[C:11]=1[CH:20]=[N:1][NH2:2])=[O:9])([CH3:6])([CH3:5])[CH3:4]. The yield is 0.950. (5) The reactants are Br[C:2]1[C:3]2[C:4]3[CH:17]=[CH:16][S:15][C:5]=3[C:6](=[O:14])[NH:7][C:8]=2[CH:9]=[CH:10][C:11]=1[O:12][CH3:13].[C:18]([O:22][C:23]([NH:25][CH2:26][C:27]1[CH:32]=[CH:31][C:30](B(O)O)=[CH:29][CH:28]=1)=[O:24])([CH3:21])([CH3:20])[CH3:19]. No catalyst specified. The product is [CH3:13][O:12][C:11]1[CH:10]=[CH:9][C:8]2[NH:7][C:6](=[O:14])[C:5]3[S:15][CH:16]=[CH:17][C:4]=3[C:3]=2[C:2]=1[C:30]1[CH:31]=[CH:32][C:27]([CH2:26][NH:25][C:23](=[O:24])[O:22][C:18]([CH3:19])([CH3:20])[CH3:21])=[CH:28][CH:29]=1. The yield is 0.830.